The task is: Regression. Given a peptide amino acid sequence and an MHC pseudo amino acid sequence, predict their binding affinity value. This is MHC class II binding data.. This data is from Peptide-MHC class II binding affinity with 134,281 pairs from IEDB. The peptide sequence is LLNAKFFHMNIYECK. The MHC is HLA-DQA10104-DQB10503 with pseudo-sequence HLA-DQA10104-DQB10503. The binding affinity (normalized) is 0.429.